This data is from Reaction yield outcomes from USPTO patents with 853,638 reactions. The task is: Predict the reaction yield, written as a fraction of the theoretical maximum amount of product (1.0 means a 100% yield; for example, 0.34 means a 34% yield). (1) The catalyst is O1CCOCC1. The reactants are [Br:1][C:2]1[CH:3]=[CH:4][C:5]2[C:11]3[S:12][C:13]([C:15]([NH:17][C:18]4[CH:23]=[CH:22][CH:21]=[CH:20][C:19]=4[Cl:24])=O)=[CH:14][C:10]=3[CH2:9][CH2:8][O:7][C:6]=2[CH:25]=1.COC1C=CC(P2(SP(C3C=CC(OC)=CC=3)(=S)S2)=[S:35])=CC=1. The yield is 0.910. The product is [Br:1][C:2]1[CH:3]=[CH:4][C:5]2[C:11]3[S:12][C:13]([C:15](=[S:35])[NH:17][C:18]4[CH:23]=[CH:22][CH:21]=[CH:20][C:19]=4[Cl:24])=[CH:14][C:10]=3[CH2:9][CH2:8][O:7][C:6]=2[CH:25]=1. (2) The reactants are [CH3:1][N:2]([CH3:33])[C:3]([C:5]1[CH:10]=[CH:9][C:8]([C:11]2[CH2:16][CH2:15][CH:14]([O:17][CH2:18][CH:19]3[CH2:24][CH2:23][N:22]([C:25]([O:27][C:28]([CH3:31])([CH3:30])[CH3:29])=[O:26])[CH2:21][CH2:20]3)[CH2:13][CH:12]=2)=[C:7]([F:32])[CH:6]=1)=[O:4]. The catalyst is CCO.[Pd]. The product is [CH3:33][N:2]([CH3:1])[C:3]([C:5]1[CH:10]=[CH:9][C:8]([CH:11]2[CH2:16][CH2:15][CH:14]([O:17][CH2:18][CH:19]3[CH2:20][CH2:21][N:22]([C:25]([O:27][C:28]([CH3:29])([CH3:30])[CH3:31])=[O:26])[CH2:23][CH2:24]3)[CH2:13][CH2:12]2)=[C:7]([F:32])[CH:6]=1)=[O:4]. The yield is 0.147.